This data is from Forward reaction prediction with 1.9M reactions from USPTO patents (1976-2016). The task is: Predict the product of the given reaction. (1) Given the reactants [Br:1][C:2]1[CH:3]=[CH:4][C:5]([O:11][C:12]2[CH:13]=[N:14][C:15]([Cl:18])=[CH:16][CH:17]=2)=[C:6]([CH:10]=1)[C:7]([OH:9])=O.C1C=CC2N(O)N=NC=2C=1.[CH3:29][CH2:30][N:31](C(C)C)[CH:32](C)[CH3:33].CCN=C=NCCCN(C)C, predict the reaction product. The product is: [Br:1][C:2]1[CH:3]=[CH:4][C:5]([O:11][C:12]2[CH:13]=[N:14][C:15]([Cl:18])=[CH:16][CH:17]=2)=[C:6]([CH:10]=1)[C:7]([N:31]([CH2:32][CH3:33])[CH2:30][CH3:29])=[O:9]. (2) Given the reactants [Cl:1][C:2]1[O:12][C:5]2=[C:6]([O:10]C)[N:7]=[CH:8][CH:9]=[C:4]2[CH:3]=1.B(Br)(Br)Br, predict the reaction product. The product is: [Cl:1][C:2]1[O:12][C:5]2=[C:6]([OH:10])[N:7]=[CH:8][CH:9]=[C:4]2[CH:3]=1. (3) Given the reactants Cl[C:2]1[CH:7]=[C:6]([CH3:8])[CH:5]=[C:4]([C:9]2[CH:14]=[CH:13][C:12]([C:15]([F:18])([F:17])[F:16])=[CH:11][CH:10]=2)[N:3]=1.[F:19][C:20]1[CH:25]=[CH:24][C:23](B(O)O)=[CH:22][CH:21]=1.C([O-])([O-])=O.[Na+].[Na+], predict the reaction product. The product is: [F:19][C:20]1[CH:25]=[CH:24][C:23]([C:2]2[CH:7]=[C:6]([CH3:8])[CH:5]=[C:4]([C:9]3[CH:14]=[CH:13][C:12]([C:15]([F:18])([F:17])[F:16])=[CH:11][CH:10]=3)[N:3]=2)=[CH:22][CH:21]=1.